Dataset: Forward reaction prediction with 1.9M reactions from USPTO patents (1976-2016). Task: Predict the product of the given reaction. (1) Given the reactants [S:1]1[CH:5]=[CH:4][C:3]([C:6](=[O:8])[CH3:7])=[CH:2]1.CO[CH:11](OC)[N:12]([CH3:14])[CH3:13], predict the reaction product. The product is: [CH3:11][N:12]([CH3:14])/[CH:13]=[CH:7]/[C:6]([C:3]1[CH:4]=[CH:5][S:1][CH:2]=1)=[O:8]. (2) Given the reactants Br[C:2]1[CH:3]=[C:4]2[C:8](=[CH:9][CH:10]=1)[NH:7][C:6]([C:11]([O:13][CH2:14][CH3:15])=[O:12])=[C:5]2[CH3:16].[C:17]([Si:19]([CH3:22])([CH3:21])[CH3:20])#[CH:18].[NH:23]1[CH2:28][CH2:27][CH2:26][CH2:25][CH2:24]1.[CH2:29]1COCC1, predict the reaction product. The product is: [CH3:16][C:5]1[C:4]2[C:8](=[CH:9][CH:10]=[C:2]([C:18]#[C:17][Si:19]([CH3:22])([CH3:21])[CH3:20])[CH:3]=2)[N:7]([CH2:27][CH2:28][N:23]2[CH2:24][CH2:25][CH2:26][CH2:29]2)[C:6]=1[C:11]([O:13][CH2:14][CH3:15])=[O:12]. (3) Given the reactants C(OC([NH:8][C:9]1[CH:14]=[CH:13][CH:12]=[CH:11][C:10]=1B(O)O)=O)(C)(C)C.Cl[C:19]1[C:20]([C:28]#[N:29])=[N:21][CH:22]=[C:23]([C:25]([CH3:27])=[CH2:26])[CH:24]=1.C(=O)([O-])[O-].[Na+].[Na+], predict the reaction product. The product is: [CH2:26]=[C:25]([C:23]1[CH:22]=[N:21][C:20]2[C:19]([CH:24]=1)=[C:10]1[CH:11]=[CH:12][CH:13]=[CH:14][C:9]1=[N:8][C:28]=2[NH2:29])[CH3:27].